This data is from NCI-60 drug combinations with 297,098 pairs across 59 cell lines. The task is: Regression. Given two drug SMILES strings and cell line genomic features, predict the synergy score measuring deviation from expected non-interaction effect. (1) Drug 1: CN1CCC(CC1)COC2=C(C=C3C(=C2)N=CN=C3NC4=C(C=C(C=C4)Br)F)OC. Drug 2: C1C(C(OC1N2C=NC3=C2NC=NCC3O)CO)O. Cell line: MCF7. Synergy scores: CSS=11.2, Synergy_ZIP=-3.54, Synergy_Bliss=5.76, Synergy_Loewe=6.19, Synergy_HSA=6.46. (2) Drug 2: C1=CN(C=N1)CC(O)(P(=O)(O)O)P(=O)(O)O. Cell line: ACHN. Synergy scores: CSS=1.04, Synergy_ZIP=-0.740, Synergy_Bliss=-0.775, Synergy_Loewe=-0.828, Synergy_HSA=-0.799. Drug 1: CCC1(CC2CC(C3=C(CCN(C2)C1)C4=CC=CC=C4N3)(C5=C(C=C6C(=C5)C78CCN9C7C(C=CC9)(C(C(C8N6C)(C(=O)OC)O)OC(=O)C)CC)OC)C(=O)OC)O.OS(=O)(=O)O. (3) Drug 1: C1=CC(=CC=C1C#N)C(C2=CC=C(C=C2)C#N)N3C=NC=N3. Drug 2: CC1=CC=C(C=C1)C2=CC(=NN2C3=CC=C(C=C3)S(=O)(=O)N)C(F)(F)F. Cell line: PC-3. Synergy scores: CSS=-2.79, Synergy_ZIP=1.18, Synergy_Bliss=1.26, Synergy_Loewe=-3.89, Synergy_HSA=-3.53. (4) Drug 1: CC1=C(C=C(C=C1)NC2=NC=CC(=N2)N(C)C3=CC4=NN(C(=C4C=C3)C)C)S(=O)(=O)N.Cl. Drug 2: CC1=C2C(C(=O)C3(C(CC4C(C3C(C(C2(C)C)(CC1OC(=O)C(C(C5=CC=CC=C5)NC(=O)C6=CC=CC=C6)O)O)OC(=O)C7=CC=CC=C7)(CO4)OC(=O)C)O)C)OC(=O)C. Cell line: OVCAR-8. Synergy scores: CSS=53.8, Synergy_ZIP=8.99, Synergy_Bliss=9.11, Synergy_Loewe=-26.3, Synergy_HSA=8.92. (5) Drug 1: C1=NC2=C(N=C(N=C2N1C3C(C(C(O3)CO)O)O)F)N. Drug 2: CCN(CC)CCNC(=O)C1=C(NC(=C1C)C=C2C3=C(C=CC(=C3)F)NC2=O)C. Cell line: MALME-3M. Synergy scores: CSS=-2.50, Synergy_ZIP=7.28, Synergy_Bliss=2.06, Synergy_Loewe=-3.77, Synergy_HSA=-2.90. (6) Drug 1: CC1CCC2CC(C(=CC=CC=CC(CC(C(=O)C(C(C(=CC(C(=O)CC(OC(=O)C3CCCCN3C(=O)C(=O)C1(O2)O)C(C)CC4CCC(C(C4)OC)OCCO)C)C)O)OC)C)C)C)OC. Drug 2: CC1C(C(CC(O1)OC2CC(CC3=C2C(=C4C(=C3O)C(=O)C5=CC=CC=C5C4=O)O)(C(=O)C)O)N)O. Cell line: NCI/ADR-RES. Synergy scores: CSS=27.3, Synergy_ZIP=-2.02, Synergy_Bliss=1.33, Synergy_Loewe=3.26, Synergy_HSA=4.13.